The task is: Predict the reactants needed to synthesize the given product.. This data is from Full USPTO retrosynthesis dataset with 1.9M reactions from patents (1976-2016). (1) Given the product [C:4]([O:3][C:1]([N:8]1[CH2:9][CH2:10][N:11]([S:30]([C:27]2[CH:28]=[CH:29][C:24]([Br:23])=[CH:25][CH:26]=2)(=[O:32])=[O:31])[CH2:12][CH2:13]1)=[O:2])([CH3:7])([CH3:6])[CH3:5], predict the reactants needed to synthesize it. The reactants are: [C:1]([N:8]1[CH2:13][CH2:12][NH:11][CH2:10][CH2:9]1)([O:3][C:4]([CH3:7])([CH3:6])[CH3:5])=[O:2].C(N(C(C)C)CC)(C)C.[Br:23][C:24]1[CH:29]=[CH:28][C:27]([S:30](Cl)(=[O:32])=[O:31])=[CH:26][CH:25]=1. (2) Given the product [C:18]([O:17][C:5]1[C:4]([C:1](=[N:35][NH:34][C:32](=[S:33])[NH:31][C:29]2[CH:28]=[CH:27][C:23]([C:24]([OH:26])=[O:25])=[C:22]([Cl:21])[CH:30]=2)[CH3:2])=[CH:8][S:7][C:6]=1[C:9]1[CH:14]=[CH:13][C:12]([Cl:15])=[C:11]([Cl:16])[CH:10]=1)(=[O:20])[CH3:19], predict the reactants needed to synthesize it. The reactants are: [C:1]([C:4]1[C:5]([O:17][C:18](=[O:20])[CH3:19])=[C:6]([C:9]2[CH:14]=[CH:13][C:12]([Cl:15])=[C:11]([Cl:16])[CH:10]=2)[S:7][CH:8]=1)(=O)[CH3:2].[Cl:21][C:22]1[CH:30]=[C:29]([NH:31][C:32]([NH:34][NH2:35])=[S:33])[CH:28]=[CH:27][C:23]=1[C:24]([OH:26])=[O:25]. (3) The reactants are: [F:1][C:2]1[CH:7]=[CH:6][C:5]([CH:8]2[CH2:13][CH2:12][CH2:11][CH2:10][C:9]2=[O:14])=[CH:4][CH:3]=1.[C:15](Cl)([N:17]=[C:18]=[O:19])=[O:16]. Given the product [F:1][C:2]1[CH:3]=[CH:4][C:5]([CH:8]2[C:9]3[O:14][C:18](=[O:19])[NH:17][C:15](=[O:16])[C:10]=3[CH2:11][CH2:12][CH2:13]2)=[CH:6][CH:7]=1.[F:1][C:2]1[CH:3]=[CH:4][C:5]([C:8]23[CH2:13][CH2:12][CH2:11][CH:10]=[C:9]2[O:14][C:18](=[O:19])[NH:17][C:15]3=[O:16])=[CH:6][CH:7]=1, predict the reactants needed to synthesize it. (4) Given the product [C:22]([CH:24]([C:30]1[CH:35]=[CH:34][C:33]([O:14][CH2:13][C:10]2[CH:9]=[CH:8][C:7]([O:6][CH2:5]/[C:4](/[C:15]3[CH:20]=[CH:19][CH:18]=[C:17]([F:21])[CH:16]=3)=[N:3]\[O:2][CH3:1])=[CH:12][CH:11]=2)=[CH:32][CH:31]=1)[CH2:25][C:26]([OH:28])=[O:27])#[N:23], predict the reactants needed to synthesize it. The reactants are: [CH3:1][O:2]/[N:3]=[C:4](/[C:15]1[CH:20]=[CH:19][CH:18]=[C:17]([F:21])[CH:16]=1)\[CH2:5][O:6][C:7]1[CH:12]=[CH:11][C:10]([CH2:13][OH:14])=[CH:9][CH:8]=1.[C:22]([CH:24]([C:30]1[CH:35]=[CH:34][C:33](O)=[CH:32][CH:31]=1)[CH2:25][C:26]([O:28]C)=[O:27])#[N:23]. (5) The reactants are: Br[C:2]1[CH:7]=[CH:6][CH:5]=[CH:4][C:3]=1[CH2:8][C:9]([O:11][CH2:12][CH3:13])=[O:10].C(=O)([O-])[O-].[Na+].[Na+].[CH3:20][C:21]1[CH:26]=[CH:25][C:24](B(O)O)=[CH:23][CH:22]=1.CO. Given the product [CH3:20][C:21]1[CH:26]=[CH:25][C:24]([C:2]2[CH:7]=[CH:6][CH:5]=[CH:4][C:3]=2[CH2:8][C:9]([O:11][CH2:12][CH3:13])=[O:10])=[CH:23][CH:22]=1, predict the reactants needed to synthesize it. (6) Given the product [CH:65]1([N:70]2[C:74]3[N:75]=[C:76]([NH:79][C:50]4[N:55]=[CH:54][C:53]([N:56]5[CH2:61][CH2:60][CH:59]([CH2:62][C:63]#[N:64])[CH2:58][CH2:57]5)=[CH:52][CH:51]=4)[N:77]=[CH:78][C:73]=3[C:72]3[CH:80]=[CH:81][N:82]=[C:83]([F:84])[C:71]2=3)[CH2:66][CH2:67][CH2:68][CH2:69]1, predict the reactants needed to synthesize it. The reactants are: CC1(C)C2C(=C(P(C3C=CC=CC=3)C3C=CC=CC=3)C=CC=2)OC2C(P(C3C=CC=CC=3)C3C=CC=CC=3)=CC=CC1=2.C([O-])([O-])=O.[Cs+].[Cs+].Cl[C:50]1[N:55]=[CH:54][C:53]([N:56]2[CH2:61][CH2:60][CH:59]([CH2:62][C:63]#[N:64])[CH2:58][CH2:57]2)=[CH:52][CH:51]=1.[CH:65]1([N:70]2[C:74]3[N:75]=[C:76]([NH2:79])[N:77]=[CH:78][C:73]=3[C:72]3[CH:80]=[CH:81][N:82]=[C:83]([F:84])[C:71]2=3)[CH2:69][CH2:68][CH2:67][CH2:66]1. (7) Given the product [F:1][C:2]1[CH:10]=[C:9]([C:11]2[N:16]=[C:15]3[N:17]([CH2:20][C:21]4[CH:22]=[C:23]5[C:28](=[CH:29][CH:30]=4)[N:27]=[CH:26][CH:25]=[CH:24]5)[N:18]=[N:19][C:14]3=[CH:13][CH:12]=2)[CH:8]=[CH:7][C:3]=1[CH2:4][OH:5], predict the reactants needed to synthesize it. The reactants are: [F:1][C:2]1[CH:10]=[C:9]([C:11]2[N:16]=[C:15]3[N:17]([CH2:20][C:21]4[CH:22]=[C:23]5[C:28](=[CH:29][CH:30]=4)[N:27]=[CH:26][CH:25]=[CH:24]5)[N:18]=[N:19][C:14]3=[CH:13][CH:12]=2)[CH:8]=[CH:7][C:3]=1[C:4](N)=[O:5].CC(C[AlH]CC(C)C)C.